The task is: Predict which catalyst facilitates the given reaction.. This data is from Catalyst prediction with 721,799 reactions and 888 catalyst types from USPTO. Reactant: [CH3:1][NH:2][C:3]([C:5]1[CH:10]=[C:9]([O:11][C:12]2[CH:17]=[CH:16][C:15]([NH:18][C:19](=[O:21])[O-])=[CH:14][CH:13]=2)[CH:8]=[CH:7][N:6]=1)=[O:4].[F:22][C:23]([F:33])([F:32])[C:24]1[CH:25]=[C:26]([CH:28]=[CH:29][C:30]=1[Cl:31])[NH2:27]. Product: [Cl:31][C:30]1[CH:29]=[CH:28][C:26]([NH:27][C:19](=[O:21])[NH:18][C:15]2[CH:14]=[CH:13][C:12]([O:11][C:9]3[CH:8]=[CH:7][N:6]=[C:5]([C:3]([NH:2][CH3:1])=[O:4])[CH:10]=3)=[CH:17][CH:16]=2)=[CH:25][C:24]=1[C:23]([F:22])([F:32])[F:33]. The catalyst class is: 10.